From a dataset of Full USPTO retrosynthesis dataset with 1.9M reactions from patents (1976-2016). Predict the reactants needed to synthesize the given product. (1) Given the product [CH3:1][O:2][C:3](=[O:18])[C@H:4]([CH2:11][C:12]1[CH:17]=[CH:16][CH:15]=[CH:14][CH:13]=1)[NH:5][C:6](=[O:10])[C@H:7]([CH3:9])[NH:8][C:34](=[O:33])[CH2:35][CH2:37][CH:38]=[CH2:39], predict the reactants needed to synthesize it. The reactants are: [CH3:1][O:2][C:3](=[O:18])[C@H:4]([CH2:11][C:12]1[CH:17]=[CH:16][CH:15]=[CH:14][CH:13]=1)[NH:5][C:6](=[O:10])[C@H:7]([CH3:9])[NH2:8].C(N[C@H](C(O)=O)C)(OC(C)(C)C)=O.C[O:33][C:34](=O)[C@H:35]([CH2:37][C:38]1C=CC=C[CH:39]=1)N. (2) Given the product [Br:17][C:13]1[C:12]([CH2:18][CH3:19])=[C:11]([CH:5]([CH2:6][OH:7])[CH2:4][OH:3])[CH:16]=[CH:15][CH:14]=1, predict the reactants needed to synthesize it. The reactants are: C([O:3][C:4](=O)[CH:5]([C:11]1[CH:16]=[CH:15][CH:14]=[C:13]([Br:17])[C:12]=1[CH2:18][CH3:19])[C:6](OCC)=[O:7])C.[BH4-].[Na+].O.